Predict the reactants needed to synthesize the given product. From a dataset of Full USPTO retrosynthesis dataset with 1.9M reactions from patents (1976-2016). (1) Given the product [CH3:39][C:2]([CH3:1])([CH2:35][CH2:36][CH2:37][CH3:38])[C:3]([NH:5][CH2:6][CH:7]1[O:11][C:10]([CH3:12])([CH3:13])[N:9]([C:14]([O:16][C:17]([CH3:18])([CH3:19])[CH3:20])=[O:15])[C@H:8]1[CH2:21][C@H:22]([CH2:26][OH:27])[CH:23]([CH3:24])[CH3:25])=[O:4], predict the reactants needed to synthesize it. The reactants are: [CH3:1][C:2]([CH3:39])([CH2:35][CH2:36][CH2:37][CH3:38])[C:3]([NH:5][CH2:6][CH:7]1[O:11][C:10]([CH3:13])([CH3:12])[N:9]([C:14]([O:16][C:17]([CH3:20])([CH3:19])[CH3:18])=[O:15])[C@H:8]1[CH2:21][C@H:22]([CH2:26][O:27]CC1C=CC=CC=1)[CH:23]([CH3:25])[CH3:24])=[O:4]. (2) Given the product [CH2:16]([O:18][C:19](=[O:33])[CH2:20][O:21][C:22]1[CH:27]=[CH:26][C:25]([S:28]([N:7]2[C:8]3[C:4](=[CH:3][C:2]([Br:1])=[CH:10][CH:9]=3)[C:5]([C:11]3[S:12][CH:13]=[CH:14][N:15]=3)=[CH:6]2)(=[O:29])=[O:30])=[CH:24][C:23]=1[CH3:32])[CH3:17], predict the reactants needed to synthesize it. The reactants are: [Br:1][C:2]1[CH:3]=[C:4]2[C:8](=[CH:9][CH:10]=1)[NH:7][CH:6]=[C:5]2[C:11]1[S:12][CH:13]=[CH:14][N:15]=1.[CH2:16]([O:18][C:19](=[O:33])[CH2:20][O:21][C:22]1[CH:27]=[CH:26][C:25]([S:28](Cl)(=[O:30])=[O:29])=[CH:24][C:23]=1[CH3:32])[CH3:17].C(=O)([O-])[O-].[K+].[K+]. (3) Given the product [CH3:14][CH:12]([S:9]([NH:8][CH:3]1[CH2:4][CH2:5][CH2:6][CH2:7][C:2]1=[O:1])(=[O:11])=[O:10])[CH3:13], predict the reactants needed to synthesize it. The reactants are: [OH:1][CH:2]1[CH2:7][CH2:6][CH2:5][CH2:4][CH:3]1[NH:8][S:9]([CH:12]([CH3:14])[CH3:13])(=[O:11])=[O:10].[Cr](Cl)([O-])(=O)=O.[NH+]1C=CC=CC=1. (4) Given the product [Cl:50][C:47]1[CH:48]=[CH:49][C:28]([NH:27][C:2]([C:4]2[CH:5]=[C:6]([CH:18]=[CH:19][CH:20]=2)[CH2:7][S:8][CH2:9][CH2:10][C:11]([O:13][C:14]([CH3:17])([CH3:16])[CH3:15])=[O:12])=[O:3])=[C:29]([C:30](=[O:31])[NH:32][C:33]2[CH:37]=[CH:36][N:35]([C:38]3[CH:43]=[CH:42][C:41]([CH3:44])=[C:40]([CH3:45])[CH:39]=3)[N:34]=2)[CH:46]=1, predict the reactants needed to synthesize it. The reactants are: Cl[C:2]([C:4]1[CH:5]=[C:6]([CH:18]=[CH:19][CH:20]=1)[CH2:7][S:8][CH2:9][CH2:10][C:11]([O:13][C:14]([CH3:17])([CH3:16])[CH3:15])=[O:12])=[O:3].N1C=CC=CC=1.[NH2:27][C:28]1[CH:49]=[CH:48][C:47]([Cl:50])=[CH:46][C:29]=1[C:30]([NH:32][C:33]1[CH:37]=[CH:36][N:35]([C:38]2[CH:43]=[CH:42][C:41]([CH3:44])=[C:40]([CH3:45])[CH:39]=2)[N:34]=1)=[O:31].